Dataset: Forward reaction prediction with 1.9M reactions from USPTO patents (1976-2016). Task: Predict the product of the given reaction. (1) The product is: [C:19]([N:16]1[CH2:17][CH2:18][C@@H:14]([CH2:13][C:12]2[N:8]([C:5]3[CH:6]=[CH:7][C:2]([C:32]4[CH:41]=[C:40]5[C:35]([CH:36]=[CH:37][CH:38]=[N:39]5)=[CH:34][CH:33]=4)=[CH:3][CH:4]=3)[C:9](=[O:23])[NH:10][N:11]=2)[CH2:15]1)(=[O:22])[CH2:20][CH3:21]. Given the reactants Br[C:2]1[CH:7]=[CH:6][C:5]([N:8]2[C:12]([CH2:13][C@@H:14]3[CH2:18][CH2:17][N:16]([C:19](=[O:22])[CH2:20][CH3:21])[CH2:15]3)=[N:11][NH:10][C:9]2=[O:23])=[CH:4][CH:3]=1.CC1(C)C(C)(C)OB([C:32]2[CH:41]=[C:40]3[C:35]([CH:36]=[CH:37][CH:38]=[N:39]3)=[CH:34][CH:33]=2)O1.C(=O)([O-])[O-].[K+].[K+], predict the reaction product. (2) Given the reactants [Cl:1][C:2]1[C:3]([F:30])=[C:4]([C:8]#[C:9][C:10]2[CH:15]=[CH:14][C:13]([N:16]3[C:20](=[O:21])[NH:19][C:18]([C:22]4[C:27]([F:28])=[CH:26][CH:25]=[CH:24][C:23]=4[Cl:29])=[N:17]3)=[CH:12][CH:11]=2)[CH:5]=[CH:6][CH:7]=1.[H-].[Na+].[CH2:33](Br)[CH3:34], predict the reaction product. The product is: [Cl:1][C:2]1[C:3]([F:30])=[C:4]([C:8]#[C:9][C:10]2[CH:15]=[CH:14][C:13]([N:16]3[C:20](=[O:21])[N:19]([CH2:33][CH3:34])[C:18]([C:22]4[C:27]([F:28])=[CH:26][CH:25]=[CH:24][C:23]=4[Cl:29])=[N:17]3)=[CH:12][CH:11]=2)[CH:5]=[CH:6][CH:7]=1. (3) Given the reactants [C:1]([O:5][C:6](=[O:26])[NH:7][CH2:8][C:9]1[CH:14]=[C:13]([O:15][C:16]2[CH:21]=[CH:20][CH:19]=[C:18]([Cl:22])[CH:17]=2)[CH:12]=[CH:11][C:10]=1[N+:23]([O-])=O)([CH3:4])([CH3:3])[CH3:2].[Cl-].[NH4+], predict the reaction product. The product is: [C:1]([O:5][C:6](=[O:26])[NH:7][CH2:8][C:9]1[CH:14]=[C:13]([O:15][C:16]2[CH:21]=[CH:20][CH:19]=[C:18]([Cl:22])[CH:17]=2)[CH:12]=[CH:11][C:10]=1[NH2:23])([CH3:4])([CH3:2])[CH3:3]. (4) Given the reactants [Br:1][C:2]1[CH:3]=[CH:4][C:5]2[C:6](=O)[C:7]3[CH:8]=[C:9]4[C:23]([CH3:25])([CH3:24])[C:22]5[C:17](=[CH:18][CH:19]=[CH:20][CH:21]=5)[C:10]4=[CH:11][C:12]=3[C:13](=O)[C:14]=2[CH:15]=1.I.O.II, predict the reaction product. The product is: [Br:1][C:2]1[CH:3]=[CH:4][C:5]2[C:14]([CH:15]=1)=[CH:13][C:12]1[CH:11]=[C:10]3[C:17]4[C:22]([C:23]([CH3:25])([CH3:24])[C:9]3=[CH:8][C:7]=1[CH:6]=2)=[CH:21][CH:20]=[CH:19][CH:18]=4.